From a dataset of Catalyst prediction with 721,799 reactions and 888 catalyst types from USPTO. Predict which catalyst facilitates the given reaction. (1) Reactant: [Si:1]([O:8][C@H:9]1[CH2:14][NH:13][CH2:12][C@H:11]([OH:15])[CH2:10]1)([C:4]([CH3:7])([CH3:6])[CH3:5])([CH3:3])[CH3:2].[CH3:16][CH2:17][O:18][C:19](C)=[O:20]. Product: [Si:1]([O:8][C@@H:9]1[CH2:10][C@@H:11]([OH:15])[CH2:12][N:13]([C:19]([O:18][CH2:17][C:16]2[CH:12]=[CH:11][CH:10]=[CH:9][CH:14]=2)=[O:20])[CH2:14]1)([C:4]([CH3:7])([CH3:6])[CH3:5])([CH3:3])[CH3:2]. The catalyst class is: 38. (2) Reactant: [NH:1]([C:7]([O:9][C:10]([CH3:13])([CH3:12])[CH3:11])=[O:8])[C@H:2]([C:4]([OH:6])=[O:5])[CH3:3].[Si:14]([O:21][CH2:22][C:23]1[CH:28]=[C:27]([CH3:29])[C:26](O)=[C:25]([CH3:31])[CH:24]=1)([C:17]([CH3:20])([CH3:19])[CH3:18])([CH3:16])[CH3:15].CCN=C=NCCCN(C)C.Cl. Product: [Si:14]([O:21][CH2:22][C:23]1[CH:24]=[C:25]([CH3:31])[C:26]([O:5][C:4](=[O:6])[CH:2]([NH:1][C:7]([O:9][C:10]([CH3:12])([CH3:11])[CH3:13])=[O:8])[CH3:3])=[C:27]([CH3:29])[CH:28]=1)([C:17]([CH3:20])([CH3:19])[CH3:18])([CH3:15])[CH3:16]. The catalyst class is: 79. (3) Reactant: Cl.[CH3:2][O:3][C:4](=[O:13])[CH2:5][CH2:6][C:7]1[CH:12]=[CH:11][CH:10]=[CH:9][N:8]=1.Cl[CH2:15][C:16](=O)[CH3:17].C(=O)([O-])O.[Na+]. Product: [CH3:2][O:3][C:4](=[O:13])[CH2:5][C:6]1[C:16]([CH3:17])=[CH:15][N:8]2[C:7]=1[CH:12]=[CH:11][CH:10]=[CH:9]2. The catalyst class is: 131.